From a dataset of Forward reaction prediction with 1.9M reactions from USPTO patents (1976-2016). Predict the product of the given reaction. (1) Given the reactants [CH2:1]([O:8][CH2:9][C@@H:10]([C:12]([OH:14])=[O:13])[NH2:11])[C:2]1[CH:7]=[CH:6][CH:5]=[CH:4][CH:3]=1.[C:15]([O:19][C:20](O[C:20]([O:19][C:15]([CH3:18])([CH3:17])[CH3:16])=[O:21])=[O:21])([CH3:18])([CH3:17])[CH3:16].[OH-].[Na+], predict the reaction product. The product is: [C:20]([NH:11][C@H:10]([C:12]([OH:14])=[O:13])[CH2:9][O:8][CH2:1][C:2]1[CH:7]=[CH:6][CH:5]=[CH:4][CH:3]=1)([O:19][C:15]([CH3:18])([CH3:17])[CH3:16])=[O:21]. (2) Given the reactants [F:1][C:2]1[C:7]([C:8]2[N:9]=[C:10]([CH2:24][N:25](C)[C:26](=O)OC(C)(C)C)[S:11][C:12]=2[S:13]([C:16]2[CH:21]=[CH:20][CH:19]=[C:18]([O:22][CH3:23])[CH:17]=2)(=[O:15])=[O:14])=[CH:6][CH:5]=[CH:4][N:3]=1.C(OCC)(=O)C.[ClH:40], predict the reaction product. The product is: [ClH:40].[F:1][C:2]1[C:7]([C:8]2[N:9]=[C:10]([CH2:24][NH:25][CH3:26])[S:11][C:12]=2[S:13]([C:16]2[CH:21]=[CH:20][CH:19]=[C:18]([O:22][CH3:23])[CH:17]=2)(=[O:14])=[O:15])=[CH:6][CH:5]=[CH:4][N:3]=1. (3) Given the reactants [CH3:1][N:2]([CH3:28])[C:3]1[C:8]([N+:9]([O-])=O)=[CH:7][C:6]([NH:12][C:13]2[N:18]=[C:17]([N:19]3[CH:23]=[C:22]([CH:24]=O)[CH:21]=[N:20]3)[CH:16]=[CH:15][N:14]=2)=[C:5]([O:26][CH3:27])[CH:4]=1.Cl.[NH:30]1[CH2:33][CH2:32][CH2:31]1, predict the reaction product. The product is: [N:30]1([CH2:24][C:22]2[CH:21]=[N:20][N:19]([C:17]3[CH:16]=[CH:15][N:14]=[C:13]([NH:12][C:6]4[C:5]([O:26][CH3:27])=[CH:4][C:3]([N:2]([CH3:28])[CH3:1])=[C:8]([NH:9][C:5](=[O:26])[CH:4]=[CH2:3])[CH:7]=4)[N:18]=3)[CH:23]=2)[CH2:33][CH2:32][CH2:31]1.